Dataset: Reaction yield outcomes from USPTO patents with 853,638 reactions. Task: Predict the reaction yield, written as a fraction of the theoretical maximum amount of product (1.0 means a 100% yield; for example, 0.34 means a 34% yield). (1) The reactants are [Br:1][C:2]1[N:6]2[C:7](Br)=[CH:8][N:9]=[CH:10][C:5]2=[N:4][CH:3]=1.[N:12]1([CH2:18][CH2:19][NH2:20])[CH2:17][CH2:16][O:15][CH2:14][CH2:13]1.C(N(C(C)C)CC)(C)C. The catalyst is CO.C(Cl)Cl.O. The product is [Br:1][C:2]1[N:6]2[CH:7]=[CH:8][N:9]=[C:10]([NH:20][CH2:19][CH2:18][N:12]3[CH2:17][CH2:16][O:15][CH2:14][CH2:13]3)[C:5]2=[N:4][CH:3]=1. The yield is 0.140. (2) The reactants are [C:1]1([CH:7](O)[CH:8]=[CH:9][CH3:10])[CH:6]=[CH:5][CH:4]=[CH:3][CH:2]=1.Cl.CC[O:15]CC.C(=O)(O)[O-].[Na+]. The catalyst is O1CCOCC1. The product is [C:1]1([CH:7]=[CH:8][CH:9]([OH:15])[CH3:10])[CH:6]=[CH:5][CH:4]=[CH:3][CH:2]=1. The yield is 0.968. (3) The reactants are [H-].[Na+].[F:3][C:4]1[CH:9]=[CH:8][C:7]([N:10]2[C:18]3[CH:17]=[C:16]4[CH2:19][CH2:20][CH2:21][C@@H:22]5[CH2:27][C@@:26]([OH:32])([C:28]([F:31])([F:30])[F:29])[CH2:25][CH2:24][C@@:23]5([C:33]#[N:34])[C:15]4=[CH:14][C:13]=3[CH:12]=[N:11]2)=[CH:6][CH:5]=1.Br[CH2:36][C:37]1[CH:42]=[CH:41][CH:40]=[CH:39][CH:38]=1. The yield is 0.970. The catalyst is CN(C=O)C. The product is [CH2:36]([O:32][C@@:26]1([C:28]([F:31])([F:30])[F:29])[CH2:27][C@H:22]2[CH2:21][CH2:20][CH2:19][C:16]3[C:15](=[CH:14][C:13]4[CH:12]=[N:11][N:10]([C:7]5[CH:6]=[CH:5][C:4]([F:3])=[CH:9][CH:8]=5)[C:18]=4[CH:17]=3)[C@:23]2([C:33]#[N:34])[CH2:24][CH2:25]1)[C:37]1[CH:42]=[CH:41][CH:40]=[CH:39][CH:38]=1. (4) The reactants are [CH2:1]([O:3][C:4](=[O:23])[CH:5]([C:7]1[C:8]([CH3:22])=[N:9][C:10]2[N:11]([N:14]=[C:15]([C:17]([O:19][CH2:20][CH3:21])=[O:18])[CH:16]=2)[C:12]=1[I:13])[OH:6])[CH3:2].CC(OI1(OC(C)=O)(OC(C)=O)OC(=O)C2C=CC=CC1=2)=O. The catalyst is C(Cl)Cl.C(OCC)(=O)C. The product is [CH2:1]([O:3][C:4](=[O:23])[C:5]([C:7]1[C:8]([CH3:22])=[N:9][C:10]2[N:11]([N:14]=[C:15]([C:17]([O:19][CH2:20][CH3:21])=[O:18])[CH:16]=2)[C:12]=1[I:13])=[O:6])[CH3:2]. The yield is 0.910. (5) The reactants are [Cl:1][C:2]1[N:3]=[C:4]([C:9]([NH:11][C@H:12]2[CH2:17][CH2:16][N:15]([C:18]3[S:19][C:20]([C:24]([O:26]CC)=[O:25])=[C:21]([CH3:23])[N:22]=3)[CH2:14][C@H:13]2[O:29][CH2:30][CH2:31][CH2:32][F:33])=[O:10])[NH:5][C:6]=1[CH2:7][CH3:8].[OH-].[Li+]. The catalyst is CO. The product is [Cl:1][C:2]1[N:3]=[C:4]([C:9]([NH:11][C@H:12]2[CH2:17][CH2:16][N:15]([C:18]3[S:19][C:20]([C:24]([OH:26])=[O:25])=[C:21]([CH3:23])[N:22]=3)[CH2:14][C@H:13]2[O:29][CH2:30][CH2:31][CH2:32][F:33])=[O:10])[NH:5][C:6]=1[CH2:7][CH3:8]. The yield is 0.790. (6) The reactants are [Cl:1][C:2]1[CH:7]=[CH:6][C:5]([C:8](=[NH:20])[NH:9][C:10]2[CH:15]=[CH:14][C:13]([S:16]([CH3:19])(=[O:18])=[O:17])=[CH:12][CH:11]=2)=[CH:4][CH:3]=1.C(=O)(O)[O-].[Na+].[F:26][C:27]([F:40])([F:39])[O:28][C:29]1[CH:38]=[CH:37][C:32]([C:33](=O)[CH2:34]Br)=[CH:31][CH:30]=1. The catalyst is C(O)(C)C. The product is [Cl:1][C:2]1[CH:3]=[CH:4][C:5]([C:8]2[N:9]([C:10]3[CH:15]=[CH:14][C:13]([S:16]([CH3:19])(=[O:17])=[O:18])=[CH:12][CH:11]=3)[CH:34]=[C:33]([C:32]3[CH:31]=[CH:30][C:29]([O:28][C:27]([F:26])([F:39])[F:40])=[CH:38][CH:37]=3)[N:20]=2)=[CH:6][CH:7]=1. The yield is 0.420.